From a dataset of Catalyst prediction with 721,799 reactions and 888 catalyst types from USPTO. Predict which catalyst facilitates the given reaction. (1) Reactant: [N+:1]([C:4]1[CH:5]=[C:6]([CH:12]=[CH:13][CH:14]=1)[C:7]([CH2:9][C:10]#[N:11])=[O:8])([O-:3])=[O:2].[C:15]1([N:21](C2C=CC=CC=2)[CH:22]=N)[CH:20]=[CH:19][CH:18]=[CH:17][CH:16]=1. Product: [N+:1]([C:4]1[CH:5]=[C:6]([CH:12]=[CH:13][CH:14]=1)[C:7]([C:9](=[CH:22][NH:21][C:15]1[CH:20]=[CH:19][CH:18]=[CH:17][CH:16]=1)[C:10]#[N:11])=[O:8])([O-:3])=[O:2]. The catalyst class is: 113. (2) Reactant: [NH2:1][C:2]1[C:7]([C:8]([C:10]2[CH:15]=[C:14]([F:16])[CH:13]=[CH:12][C:11]=2[O:17][CH3:18])=[O:9])=[CH:6][N:5]=[C:4](S(CC)=O)[N:3]=1.NC1C(C(C2C=C(F)C=CC=2OC)=O)=CN=C(S(CC)(=O)=O)N=1.[NH2:46][CH:47]1[CH2:52][CH2:51][N:50]([C:53]([O:55][C:56]([CH3:59])([CH3:58])[CH3:57])=[O:54])[CH2:49][CH2:48]1. Product: [C:56]([O:55][C:53]([N:50]1[CH2:51][CH2:52][CH:47]([NH:46][C:4]2[N:3]=[C:2]([NH2:1])[C:7]([C:8](=[O:9])[C:10]3[CH:15]=[C:14]([F:16])[CH:13]=[CH:12][C:11]=3[O:17][CH3:18])=[CH:6][N:5]=2)[CH2:48][CH2:49]1)=[O:54])([CH3:59])([CH3:57])[CH3:58]. The catalyst class is: 264. (3) Reactant: [CH2:1]([C:4]1([C:18]2[CH:23]=[CH:22][CH:21]=[CH:20][CH:19]=2)[O:9][C:8](=[O:10])[N:7]([C:11]2[CH:16]=[CH:15][CH:14]=[C:13](Br)[CH:12]=2)[CH2:6][CH2:5]1)[CH:2]=[CH2:3].[F:24][C:25]1[CH:30]=[C:29]([F:31])[CH:28]=[CH:27][C:26]=1B(O)O.C([O-])([O-])=O.[K+].[K+]. Product: [CH2:1]([C:4]1([C:18]2[CH:23]=[CH:22][CH:21]=[CH:20][CH:19]=2)[O:9][C:8](=[O:10])[N:7]([C:11]2[CH:12]=[C:13]([C:28]3[CH:27]=[CH:26][C:25]([F:24])=[CH:30][C:29]=3[F:31])[CH:14]=[CH:15][CH:16]=2)[CH2:6][CH2:5]1)[CH:2]=[CH2:3]. The catalyst class is: 12. (4) Reactant: Br[C:2]1[S:6][C:5]2=[N:7][CH:8]=[C:9](I)[N:4]2[N:3]=1.[C:11]([C:13]1[CH:14]=[C:15](B(O)O)[CH:16]=[CH:17][CH:18]=1)#[N:12].C([O-])([O-])=O.[Na+].[Na+].CC1(C)C(C)(C)OB([C:36]2[CH:37]=[C:38]([C:43]([F:46])([F:45])[F:44])[C:39]([NH2:42])=[N:40][CH:41]=2)O1.C([O-])([O-])=O.[K+].[K+]. Product: [NH2:42][C:39]1[N:40]=[CH:41][C:36]([C:9]2[N:4]3[C:5]([S:6][C:2]([C:17]4[CH:18]=[C:13]([CH:14]=[CH:15][CH:16]=4)[C:11]#[N:12])=[N:3]3)=[N:7][CH:8]=2)=[CH:37][C:38]=1[C:43]([F:46])([F:44])[F:45]. The catalyst class is: 12. (5) Reactant: [C:1](=[O:8])([O:5][CH2:6][CH3:7])OCC.[H-].[Na+].[F:11][C:12]1[CH:17]=[CH:16][C:15]([C:18](=[O:20])[CH3:19])=[CH:14][CH:13]=1.C(O)(=O)C. Product: [F:11][C:12]1[CH:17]=[CH:16][C:15]([C:18](=[O:20])[CH2:19][C:1]([O:5][CH2:6][CH3:7])=[O:8])=[CH:14][CH:13]=1. The catalyst class is: 1. (6) Reactant: [CH2:1]1[C:11]2=[C:12]3[C:7](=[CH:8][CH:9]=[CH:10]2)[CH2:6][CH2:5][CH2:4][N:3]3[C:2]1=O.O1CCCC1.[H-].C([Al+]CC(C)C)C(C)C.C1(C)C=CC=CC=1.Cl. Product: [CH:1]1[C:11]2=[C:12]3[C:7](=[CH:8][CH:9]=[CH:10]2)[CH2:6][CH2:5][CH2:4][N:3]3[CH:2]=1. The catalyst class is: 11. (7) Reactant: [F:1][C:2]1[CH:3]=[C:4]([C:8](=[N:20]O)[CH2:9][C:10]2[CH:15]=[CH:14][C:13]([C:16]([F:19])([F:18])[F:17])=[CH:12][N:11]=2)[CH:5]=[CH:6][CH:7]=1.CCN(CC)CC.C(OC(C(F)(F)F)=O)(C(F)(F)F)=O. Product: [F:1][C:2]1[CH:3]=[C:4]([C:8]2[CH:9]([C:10]3[CH:15]=[CH:14][C:13]([C:16]([F:19])([F:18])[F:17])=[CH:12][N:11]=3)[N:20]=2)[CH:5]=[CH:6][CH:7]=1. The catalyst class is: 6.